This data is from Catalyst prediction with 721,799 reactions and 888 catalyst types from USPTO. The task is: Predict which catalyst facilitates the given reaction. (1) Reactant: FC(F)(F)C([N:5]1[CH2:11][CH2:10][C:9]2[CH:12]=[C:13]([O:16][C:17]3[CH:25]=[CH:24][C:20]([C:21]([NH2:23])=[O:22])=[CH:19][N:18]=3)[CH:14]=[CH:15][C:8]=2[CH2:7][CH2:6]1)=O. Product: [CH2:7]1[C:8]2[CH:15]=[CH:14][C:13]([O:16][C:17]3[CH:25]=[CH:24][C:20]([C:21]([NH2:23])=[O:22])=[CH:19][N:18]=3)=[CH:12][C:9]=2[CH2:10][CH2:11][NH:5][CH2:6]1. The catalyst class is: 547. (2) Reactant: [CH2:1]([O:4][C:5]1[CH:19]=[CH:18][C:8]([O:9][C:10]2[CH:17]=[CH:16][C:13]([C:14]#[N:15])=[CH:12][CH:11]=2)=[CH:7][CH:6]=1)[CH2:2][CH3:3].C1COCC1.[H-].[Al+3].[Li+].[H-].[H-].[H-].[OH-].[Na+]. Product: [CH2:1]([O:4][C:5]1[CH:19]=[CH:18][C:8]([O:9][C:10]2[CH:11]=[CH:12][C:13]([CH2:14][NH2:15])=[CH:16][CH:17]=2)=[CH:7][CH:6]=1)[CH2:2][CH3:3]. The catalyst class is: 97. (3) Reactant: [CH2:1]([O:5][C:6]1[N:14]=[C:13]2[C:9]([NH:10][C:11](=[O:24])[N:12]2[CH2:15][C:16]2[CH:21]=[CH:20][C:19]([CH2:22]Cl)=[CH:18][CH:17]=2)=[C:8]([NH2:25])[N:7]=1)[CH2:2][CH2:3][CH3:4].C(N(C(C)C)CC)(C)C.[CH2:35]([O:37][C:38]([CH2:40][NH:41][CH3:42])=[O:39])[CH3:36]. The catalyst class is: 3. Product: [CH2:1]([O:5][C:6]1[N:14]=[C:13]2[C:9]([NH:10][C:11](=[O:24])[N:12]2[CH2:15][C:16]2[CH:21]=[CH:20][C:19]([CH2:22][N:41]([CH2:40][C:38]([O:37][CH2:35][CH3:36])=[O:39])[CH3:42])=[CH:18][CH:17]=2)=[C:8]([NH2:25])[N:7]=1)[CH2:2][CH2:3][CH3:4].